This data is from CYP3A4 inhibition data for predicting drug metabolism from PubChem BioAssay. The task is: Regression/Classification. Given a drug SMILES string, predict its absorption, distribution, metabolism, or excretion properties. Task type varies by dataset: regression for continuous measurements (e.g., permeability, clearance, half-life) or binary classification for categorical outcomes (e.g., BBB penetration, CYP inhibition). Dataset: cyp3a4_veith. (1) The molecule is C[C@@H](NCc1cc(Br)cc2[nH]c(=O)c(=O)[nH]c12)P(=O)(O)O. The result is 0 (non-inhibitor). (2) The drug is Cc1cc(O)c(C(C)C)cc1C1(c2cc(C(C)C)c(O)cc2C)OC(=O)c2ccccc21. The result is 1 (inhibitor).